Dataset: Reaction yield outcomes from USPTO patents with 853,638 reactions. Task: Predict the reaction yield, written as a fraction of the theoretical maximum amount of product (1.0 means a 100% yield; for example, 0.34 means a 34% yield). The reactants are I[C:2]1[CH:7]=[CH:6][N:5]=[CH:4][CH:3]=1.[Li]CCCC.CCCCCC.[F:19][C:20]1[CH:25]=[CH:24][C:23]([C:26]2[S:27][C:28]([C:31](=[O:33])[CH3:32])=[CH:29][N:30]=2)=[CH:22][CH:21]=1. The catalyst is C1COCC1. The product is [F:19][C:20]1[CH:21]=[CH:22][C:23]([C:26]2[S:27][C:28]([C:31]([C:2]3[CH:7]=[CH:6][N:5]=[CH:4][CH:3]=3)([OH:33])[CH3:32])=[CH:29][N:30]=2)=[CH:24][CH:25]=1. The yield is 0.350.